From a dataset of Full USPTO retrosynthesis dataset with 1.9M reactions from patents (1976-2016). Predict the reactants needed to synthesize the given product. (1) Given the product [C:1]1([S:7]([N:10]2[CH2:15][CH2:14][CH:13]([N:17]3[CH2:22][CH2:21][CH2:20][CH2:19][CH:18]3[CH2:23][CH2:24][OH:25])[CH2:12][CH2:11]2)(=[O:9])=[O:8])[CH:6]=[CH:5][CH:4]=[CH:3][CH:2]=1, predict the reactants needed to synthesize it. The reactants are: [C:1]1([S:7]([N:10]2[CH2:15][CH2:14][C:13](=O)[CH2:12][CH2:11]2)(=[O:9])=[O:8])[CH:6]=[CH:5][CH:4]=[CH:3][CH:2]=1.[NH:17]1[CH2:22][CH2:21][CH2:20][CH2:19][CH:18]1[CH2:23][CH2:24][OH:25].CC(O)=O.[BH3-]C#N.[Na+]. (2) Given the product [Cl:25][C:11]1[N:16]=[C:15]([S:17][CH3:18])[N:14]=[C:13]2[NH:19][N:20]=[C:21]([CH3:22])[C:12]=12, predict the reactants needed to synthesize it. The reactants are: CN(C)C1C=CC=CC=1.O[C:11]1[N:16]=[C:15]([S:17][CH3:18])[N:14]=[C:13]2[NH:19][N:20]=[C:21]([CH3:22])[C:12]=12.P(Cl)(Cl)([Cl:25])=O. (3) Given the product [CH2:34]([N:26]([CH2:24][CH3:25])[C:27](=[O:33])[CH2:28][CH2:29][C:30]([O:23][C@@:9]1([C:14]#[C:15][C:16]2[CH:17]=[C:18]([CH3:22])[CH:19]=[CH:20][CH:21]=2)[CH2:10][CH2:11][CH2:12][C@@H:13]2[C@H:8]1[CH2:7][CH2:6][N:5]2[C:3]([O:2][CH3:1])=[O:4])=[O:31])[CH3:35], predict the reactants needed to synthesize it. The reactants are: [CH3:1][O:2][C:3]([N:5]1[C@@H:13]2[C@@H:8]([C@@:9]([OH:23])([C:14]#[C:15][C:16]3[CH:17]=[C:18]([CH3:22])[CH:19]=[CH:20][CH:21]=3)[CH2:10][CH2:11][CH2:12]2)[CH2:7][CH2:6]1)=[O:4].[CH2:24]([N:26]([CH2:34][CH3:35])[C:27](=[O:33])[CH2:28][CH2:29][C:30](O)=[O:31])[CH3:25].